From a dataset of Forward reaction prediction with 1.9M reactions from USPTO patents (1976-2016). Predict the product of the given reaction. (1) Given the reactants [Cl:1][C:2]1[CH:7]=[CH:6][CH:5]=[CH:4][C:3]=1[CH:8]([OH:11])[C:9]#[N:10].[C:12]1([CH3:22])[CH:17]=[CH:16][C:15]([S:18](Cl)(=[O:20])=[O:19])=[CH:14][CH:13]=1.[OH-].[Na+], predict the reaction product. The product is: [CH3:22][C:12]1[CH:17]=[CH:16][C:15]([S:18]([O:11][CH:8]([C:3]2[CH:4]=[CH:5][CH:6]=[CH:7][C:2]=2[Cl:1])[C:9]#[N:10])(=[O:20])=[O:19])=[CH:14][CH:13]=1. (2) Given the reactants C[O:2][C:3](=[O:32])[CH2:4][O:5][C:6]1[CH:11]=[CH:10][C:9]([S:12][CH2:13][CH:14]=[C:15]([C:23]2[CH:28]=[CH:27][C:26]([Br:29])=[CH:25][CH:24]=2)[C:16]2[CH:21]=[CH:20][C:19]([Br:22])=[CH:18][CH:17]=2)=[CH:8][C:7]=1[CH2:30][CH3:31].[OH-].[Na+].Cl, predict the reaction product. The product is: [Br:29][C:26]1[CH:25]=[CH:24][C:23]([C:15]([C:16]2[CH:21]=[CH:20][C:19]([Br:22])=[CH:18][CH:17]=2)=[CH:14][CH2:13][S:12][C:9]2[CH:10]=[CH:11][C:6]([O:5][CH2:4][C:3]([OH:32])=[O:2])=[C:7]([CH2:30][CH3:31])[CH:8]=2)=[CH:28][CH:27]=1. (3) Given the reactants C(OC([NH:8][CH2:9][CH2:10][S:11][C:12]1[C:17]([C:18]([O:20][CH3:21])=[O:19])=[CH:16][C:15]([O:22][CH3:23])=[N:14][CH:13]=1)=O)(C)(C)C.Cl, predict the reaction product. The product is: [NH2:8][CH2:9][CH2:10][S:11][C:12]1[C:17]([C:18]([O:20][CH3:21])=[O:19])=[CH:16][C:15]([O:22][CH3:23])=[N:14][CH:13]=1. (4) Given the reactants [NH2:1][C:2]1[C:7]([Cl:8])=[C:6]([N:9]2[CH2:14][CH2:13][CH:12]([C:15]#[N:16])[CH2:11][CH2:10]2)[C:5](Br)=[CH:4][N:3]=1.[CH3:18][N:19]1[CH2:24][CH2:23][N:22]([C:25]2[CH:30]=[CH:29][C:28](B(O)O)=[CH:27][CH:26]=2)[CH2:21][CH2:20]1.C(Cl)Cl.C(=O)([O-])[O-].[Na+].[Na+], predict the reaction product. The product is: [NH2:1][C:2]1[C:7]([Cl:8])=[C:6]([N:9]2[CH2:14][CH2:13][CH:12]([C:15]#[N:16])[CH2:11][CH2:10]2)[C:5]([C:28]2[CH:27]=[CH:26][C:25]([N:22]3[CH2:23][CH2:24][N:19]([CH3:18])[CH2:20][CH2:21]3)=[CH:30][CH:29]=2)=[CH:4][N:3]=1. (5) Given the reactants [NH2:1][C:2]1[O:3][CH2:4][C@@:5]2([C:19]3[C:14](=[N:15][CH:16]=[C:17](Br)[CH:18]=3)[O:13][C:12]3[C:7]2=[CH:8][C:9]([OH:21])=[CH:10][CH:11]=3)[N:6]=1.C1COCC1.CN(C=O)C.C(NC(C)C)(C)C.[CH3:39][C:40]([OH:44])([C:42]#[CH:43])[CH3:41], predict the reaction product. The product is: [NH2:1][C:2]1[O:3][CH2:4][C@@:5]2([C:19]3[C:14](=[N:15][CH:16]=[C:17]([C:43]#[C:42][C:40]([OH:44])([CH3:41])[CH3:39])[CH:18]=3)[O:13][C:12]3[C:7]2=[CH:8][C:9]([OH:21])=[CH:10][CH:11]=3)[N:6]=1. (6) Given the reactants [C:1]([N:8]1[CH2:13][CH2:12][NH:11][CH2:10][CH2:9]1)([O:3][C:4]([CH3:7])([CH3:6])[CH3:5])=[O:2].[OH-].[Na+].[Br:16][C:17]1[CH:25]=[CH:24][C:20]([C:21](Cl)=[O:22])=[CH:19][CH:18]=1, predict the reaction product. The product is: [Br:16][C:17]1[CH:25]=[CH:24][C:20]([C:21]([N:11]2[CH2:10][CH2:9][N:8]([C:1]([O:3][C:4]([CH3:7])([CH3:6])[CH3:5])=[O:2])[CH2:13][CH2:12]2)=[O:22])=[CH:19][CH:18]=1. (7) Given the reactants [CH3:1][O:2][C:3]1[CH:4]=[C:5]([C@@H:12]([O:24][CH2:25][O:26][CH3:27])[C@H:13]([OH:23])[CH2:14][CH2:15][CH2:16][C:17]2[CH:22]=[CH:21][CH:20]=[CH:19][CH:18]=2)[CH:6]=[C:7]([O:10][CH3:11])[C:8]=1[CH3:9].[CH3:28][O:29][C:30](=[O:46])[C:31]1[CH:36]=[CH:35][C:34]([CH3:37])=[CH:33][C:32]=1[O:38][C:39]1[CH:44]=[CH:43][C:42](O)=[CH:41][CH:40]=1.C1(P(C2C=CC=CC=2)C2C=CC=CC=2)C=CC=CC=1.N(C(OCC)=O)=NC(OCC)=O, predict the reaction product. The product is: [CH3:28][O:29][C:30](=[O:46])[C:31]1[CH:36]=[CH:35][C:34]([CH3:37])=[CH:33][C:32]=1[O:38][C:39]1[CH:40]=[CH:41][C:42]([O:23][C@H:13]([C@@H:12]([C:5]2[CH:6]=[C:7]([O:10][CH3:11])[C:8]([CH3:9])=[C:3]([O:2][CH3:1])[CH:4]=2)[O:24][CH2:25][O:26][CH3:27])[CH2:14][CH2:15][CH2:16][C:17]2[CH:22]=[CH:21][CH:20]=[CH:19][CH:18]=2)=[CH:43][CH:44]=1.